From a dataset of Forward reaction prediction with 1.9M reactions from USPTO patents (1976-2016). Predict the product of the given reaction. (1) Given the reactants [C:1]([C:5]1[O:9][N:8]=[C:7]([NH:10][C:11]([NH:13][C:14]2[CH:19]=[CH:18][CH:17]=[C:16]([S:20][C:21]3[C:30]4[C:25](=[CH:26][C:27]([O:33][CH2:34][CH2:35][CH2:36]Cl)=[C:28]([O:31][CH3:32])[CH:29]=4)[N:24]=[CH:23][N:22]=3)[CH:15]=2)=[O:12])[CH:6]=1)([CH3:4])([CH3:3])[CH3:2].[NH:38]1[CH2:43][CH2:42][CH2:41][CH2:40][CH2:39]1, predict the reaction product. The product is: [C:1]([C:5]1[O:9][N:8]=[C:7]([NH:10][C:11]([NH:13][C:14]2[CH:19]=[CH:18][CH:17]=[C:16]([S:20][C:21]3[C:30]4[C:25](=[CH:26][C:27]([O:33][CH2:34][CH2:35][CH2:36][N:38]5[CH2:43][CH2:42][CH2:41][CH2:40][CH2:39]5)=[C:28]([O:31][CH3:32])[CH:29]=4)[N:24]=[CH:23][N:22]=3)[CH:15]=2)=[O:12])[CH:6]=1)([CH3:4])([CH3:3])[CH3:2]. (2) Given the reactants [CH3:1][O:2][C:3]1[CH:8]=[CH:7][CH:6]=[C:5]([O:9][CH3:10])[C:4]=1[O:11][CH3:12].[CH3:13][O:14][C:15](=[O:22])[CH2:16][CH2:17][CH2:18][C:19]([O-])=[O:20], predict the reaction product. The product is: [CH3:13][O:14][C:15](=[O:22])[CH2:16][CH2:17][CH2:18][C:19](=[O:20])[C:6]1[CH:7]=[CH:8][C:3]([O:2][CH3:1])=[C:4]([O:11][CH3:12])[C:5]=1[O:9][CH3:10]. (3) The product is: [OH:33][C:19]1[C:20]([CH2:24]/[CH:25]=[C:26](\[CH3:27])/[CH2:28][CH2:29][C:30]([NH:1][CH2:2][CH2:3][O:4][CH2:5][CH2:6][NH:7][C:8](=[O:14])[O:9][C:10]([CH3:11])([CH3:13])[CH3:12])=[O:31])=[C:21]([O:22][CH3:23])[C:16]([CH3:15])=[C:17]2[C:18]=1[C:34](=[O:35])[O:36][CH2:37]2. Given the reactants [NH2:1][CH2:2][CH2:3][O:4][CH2:5][CH2:6][NH:7][C:8](=[O:14])[O:9][C:10]([CH3:13])([CH3:12])[CH3:11].[CH3:15][C:16]1[C:21]([O:22][CH3:23])=[C:20]([CH2:24]/[CH:25]=[C:26](/[CH2:28][CH2:29][C:30](O)=[O:31])\[CH3:27])[C:19]([OH:33])=[C:18]2[C:34]([O:36][CH2:37][C:17]=12)=[O:35].CCN=C=NCCCN(C)C, predict the reaction product. (4) Given the reactants [C:1]([C:3]1[CH:45]=[CH:44][C:6]([CH2:7][C@@:8]2([CH3:43])[N:12]3[C:13]([C:16]([NH:18][C:19]4([C:22]([NH:24][C@@H:25]5[CH2:29][CH2:28][C@H:27]([C:30](OC)=[O:31])[CH2:26]5)=[O:23])[CH2:21][CH2:20]4)=[O:17])=[CH:14][N:15]=[C:11]3[N:10]([C:34]3[CH:39]=[C:38]([Cl:40])[CH:37]=[C:36]([Cl:41])[CH:35]=3)[C:9]2=[O:42])=[CH:5][CH:4]=1)#[N:2].[NH3:46], predict the reaction product. The product is: [C:30]([C@H:27]1[CH2:28][CH2:29][C@@H:25]([NH:24][C:22]([C:19]2([NH:18][C:16]([C:13]3[N:12]4[C@@:8]([CH2:7][C:6]5[CH:5]=[CH:4][C:3]([C:1]#[N:2])=[CH:45][CH:44]=5)([CH3:43])[C:9](=[O:42])[N:10]([C:34]5[CH:39]=[C:38]([Cl:40])[CH:37]=[C:36]([Cl:41])[CH:35]=5)[C:11]4=[N:15][CH:14]=3)=[O:17])[CH2:21][CH2:20]2)=[O:23])[CH2:26]1)(=[O:31])[NH2:46]. (5) Given the reactants [CH2:1]([O:8][C:9]1[CH:14]=[C:13](Br)[CH:12]=[C:11]([F:16])[C:10]=1[N:17]1[S:21](=[O:23])(=[O:22])[NH:20][C:19](=[O:24])[CH2:18]1)[C:2]1[CH:7]=[CH:6][CH:5]=[CH:4][CH:3]=1.[Na+].[I-:26].CN[C@@H]1CCCC[C@H]1NC, predict the reaction product. The product is: [CH2:1]([O:8][C:9]1[CH:14]=[C:13]([I:26])[CH:12]=[C:11]([F:16])[C:10]=1[N:17]1[S:21](=[O:23])(=[O:22])[NH:20][C:19](=[O:24])[CH2:18]1)[C:2]1[CH:7]=[CH:6][CH:5]=[CH:4][CH:3]=1.